From a dataset of Peptide-MHC class II binding affinity with 134,281 pairs from IEDB. Regression. Given a peptide amino acid sequence and an MHC pseudo amino acid sequence, predict their binding affinity value. This is MHC class II binding data. (1) The peptide sequence is EKVDAAFKVAATAAN. The MHC is HLA-DPA10103-DPB10401 with pseudo-sequence HLA-DPA10103-DPB10401. The binding affinity (normalized) is 0.0214. (2) The peptide sequence is EKKYFAAKQFEPLAA. The MHC is HLA-DQA10501-DQB10201 with pseudo-sequence HLA-DQA10501-DQB10201. The binding affinity (normalized) is 0.316. (3) The peptide sequence is GAMRVTKDTNDNNLY. The MHC is HLA-DQA10601-DQB10402 with pseudo-sequence HLA-DQA10601-DQB10402. The binding affinity (normalized) is 0. (4) The peptide sequence is REALAQTHSAIAVII. The MHC is HLA-DQA10101-DQB10501 with pseudo-sequence HLA-DQA10101-DQB10501. The binding affinity (normalized) is 0.438. (5) The MHC is DRB1_1501 with pseudo-sequence DRB1_1501. The peptide sequence is PGLLATNNVFRLKGG. The binding affinity (normalized) is 0.422. (6) The peptide sequence is YDKFLANVSTYLTGK. The MHC is DRB1_0401 with pseudo-sequence DRB1_0401. The binding affinity (normalized) is 0.568.